Predict the reactants needed to synthesize the given product. From a dataset of Full USPTO retrosynthesis dataset with 1.9M reactions from patents (1976-2016). (1) Given the product [C:1]([NH:7][C:8]1[NH:9][C:10](=[O:19])[C:11]2[CH:17]=[C:16]([C:26]3[CH:25]=[CH:24][C:23]([O:22][CH3:21])=[C:28]([O:29][CH3:30])[CH:27]=3)[CH:15]=[N:14][C:12]=2[N:13]=1)(=[O:6])[C:2]([CH3:5])([CH3:4])[CH3:3], predict the reactants needed to synthesize it. The reactants are: [C:1]([NH:7][C:8]1[NH:9][C:10](=[O:19])[C:11]2[CH:17]=[C:16](Br)[CH:15]=[N:14][C:12]=2[N:13]=1)(=[O:6])[C:2]([CH3:5])([CH3:4])[CH3:3].O.[CH3:21][O:22][C:23]1[CH:24]=[C:25](B(O)O)[CH:26]=[CH:27][C:28]=1[O:29][CH3:30].C([O-])([O-])=O.[K+].[K+]. (2) Given the product [C:1]([C:3]1[N:7]([CH3:8])[C:6]([C:9]2[CH:10]=[C:11]3[C:15](=[CH:16][CH:17]=2)[N:14]=[CH:13][C:12]23[CH2:25][CH2:24][CH2:23][CH2:22][CH2:21]2)=[CH:5][CH:4]=1)#[N:2].[Pd:26], predict the reactants needed to synthesize it. The reactants are: [C:1]([C:3]1[N:7]([CH3:8])[C:6]([C:9]2[CH:10]=[C:11]3[C:15](=[CH:16][CH:17]=2)[NH:14][C:13](=NC#N)[C:12]23[CH2:25][CH2:24][CH2:23][CH2:22][CH2:21]2)=[CH:5][CH:4]=1)#[N:2].[Pd:26].[OH-].[K+].C(N[C@H](C(O)=O)CS)(=O)C. (3) Given the product [Cl:21][CH2:22][CH2:23][C:24]([NH:1][C:2]1[S:6][C:5]2[CH2:7][CH2:8][CH2:9][CH2:10][C:4]=2[C:3]=1[C:11]([NH:13][CH3:14])=[O:12])=[O:25], predict the reactants needed to synthesize it. The reactants are: [NH2:1][C:2]1[S:6][C:5]2[CH2:7][CH2:8][CH2:9][CH2:10][C:4]=2[C:3]=1[C:11]([NH:13][CH3:14])=[O:12].C(=O)([O-])[O-].[K+].[K+].[Cl:21][CH2:22][CH2:23][C:24](Cl)=[O:25].CCCCCCC. (4) Given the product [Cl:1][C:2]1[N:7]=[C:6]2[C:5]([N:17]=[CH:18][N:8]2[C:9]2[CH:14]=[CH:13][C:12]([I:15])=[C:11]([F:16])[CH:10]=2)=[CH:4][N:3]=1, predict the reactants needed to synthesize it. The reactants are: [Cl:1][C:2]1[N:7]=[C:6]([NH:8][C:9]2[CH:14]=[CH:13][C:12]([I:15])=[C:11]([F:16])[CH:10]=2)[C:5]([NH2:17])=[CH:4][N:3]=1.[CH:18](OCC)(OCC)OCC. (5) The reactants are: [N:1]1[CH:6]=[CH:5][CH:4]=[N:3][C:2]=1[C:7]1[CH:8]=[C:9]([CH:12]=O)[S:10][CH:11]=1.N1(C2C=C[C:22]([CH:23]=[O:24])=CC=2)C=CC=N1. Given the product [N:3]1[CH:4]=[CH:5][CH:6]=[N:1][C:2]=1[C:7]1[CH:8]=[C:9](/[CH:12]=[CH:22]/[CH:23]=[O:24])[S:10][CH:11]=1, predict the reactants needed to synthesize it. (6) Given the product [Si:29]([O:28][CH:24]1[C:25]2[C:21](=[CH:20][C:19]([C:13]3[S:14][CH:15]=[CH:16][N:17]=3)=[CH:27][CH:26]=2)[CH2:22][CH2:23]1)([C:32]([CH3:35])([CH3:34])[CH3:33])([CH3:31])[CH3:30], predict the reactants needed to synthesize it. The reactants are: BrCCBr.C=C.Cl[Si](C)(C)C.Br[C:13]1[S:14][CH:15]=[CH:16][N:17]=1.Br[C:19]1[CH:20]=[C:21]2[C:25](=[CH:26][CH:27]=1)[CH:24]([O:28][Si:29]([C:32]([CH3:35])([CH3:34])[CH3:33])([CH3:31])[CH3:30])[CH2:23][CH2:22]2. (7) Given the product [CH:1]1([C:4]2[C:9]([C:10]([O:12][CH3:13])=[O:11])=[CH:8][N:7]=[CH:6][N:5]=2)[CH2:2][CH2:3]1, predict the reactants needed to synthesize it. The reactants are: [CH:1]1([C:4]2[C:9]([C:10]([O:12][CH2:13]C)=[O:11])=[CH:8][N:7]=[C:6](N3CCOCC3)[N:5]=2)[CH2:3][CH2:2]1.C1(C(C(=CN(C)C)C(OC)=O)=O)CC1. (8) Given the product [N:1]1([C:8]2[C:9]3[S:25][C:24]([C:26]([OH:28])=[O:27])=[CH:23][C:10]=3[N:11]=[C:12]([C:14]3[CH:19]=[C:18]([F:20])[C:17]([Cl:21])=[CH:16][C:15]=3[F:22])[N:13]=2)[CH2:2][CH2:3][CH2:4][CH2:5][CH2:6][CH2:7]1, predict the reactants needed to synthesize it. The reactants are: [N:1]1([C:8]2[C:9]3[S:25][CH:24]=[CH:23][C:10]=3[N:11]=[C:12]([C:14]3[CH:19]=[C:18]([F:20])[C:17]([Cl:21])=[CH:16][C:15]=3[F:22])[N:13]=2)[CH2:7][CH2:6][CH2:5][CH2:4][CH2:3][CH2:2]1.[C:26](=[O:28])=[O:27].C(O)(=O)CC(CC(O)=O)(C(O)=O)O.